Task: Regression. Given two drug SMILES strings and cell line genomic features, predict the synergy score measuring deviation from expected non-interaction effect.. Dataset: NCI-60 drug combinations with 297,098 pairs across 59 cell lines (1) Drug 1: C1=CC(=CC=C1CCC2=CNC3=C2C(=O)NC(=N3)N)C(=O)NC(CCC(=O)O)C(=O)O. Drug 2: C(CCl)NC(=O)N(CCCl)N=O. Cell line: SN12C. Synergy scores: CSS=10.8, Synergy_ZIP=-7.77, Synergy_Bliss=-10.1, Synergy_Loewe=-13.0, Synergy_HSA=-8.22. (2) Drug 1: CS(=O)(=O)CCNCC1=CC=C(O1)C2=CC3=C(C=C2)N=CN=C3NC4=CC(=C(C=C4)OCC5=CC(=CC=C5)F)Cl. Drug 2: C(CC(=O)O)C(=O)CN.Cl. Cell line: SNB-75. Synergy scores: CSS=3.93, Synergy_ZIP=-2.12, Synergy_Bliss=2.10, Synergy_Loewe=-3.06, Synergy_HSA=-0.330. (3) Drug 1: CCCS(=O)(=O)NC1=C(C(=C(C=C1)F)C(=O)C2=CNC3=C2C=C(C=N3)C4=CC=C(C=C4)Cl)F. Drug 2: CC1=C(C(=O)C2=C(C1=O)N3CC4C(C3(C2COC(=O)N)OC)N4)N. Cell line: CCRF-CEM. Synergy scores: CSS=45.4, Synergy_ZIP=-0.780, Synergy_Bliss=-7.44, Synergy_Loewe=-53.2, Synergy_HSA=-8.98. (4) Drug 1: CS(=O)(=O)OCCCCOS(=O)(=O)C. Drug 2: C1C(C(OC1N2C=NC(=NC2=O)N)CO)O. Cell line: SK-MEL-5. Synergy scores: CSS=9.32, Synergy_ZIP=-5.59, Synergy_Bliss=-6.34, Synergy_Loewe=-3.32, Synergy_HSA=-3.10. (5) Drug 1: CC1=C(C(=CC=C1)Cl)NC(=O)C2=CN=C(S2)NC3=CC(=NC(=N3)C)N4CCN(CC4)CCO. Drug 2: CN(CCCl)CCCl.Cl. Cell line: SR. Synergy scores: CSS=39.4, Synergy_ZIP=-0.618, Synergy_Bliss=-1.81, Synergy_Loewe=-2.53, Synergy_HSA=-1.91. (6) Drug 1: CCC1(CC2CC(C3=C(CCN(C2)C1)C4=CC=CC=C4N3)(C5=C(C=C6C(=C5)C78CCN9C7C(C=CC9)(C(C(C8N6C=O)(C(=O)OC)O)OC(=O)C)CC)OC)C(=O)OC)O.OS(=O)(=O)O. Drug 2: C1=NNC2=C1C(=O)NC=N2. Cell line: SF-295. Synergy scores: CSS=1.04, Synergy_ZIP=-0.778, Synergy_Bliss=-3.46, Synergy_Loewe=-2.45, Synergy_HSA=-3.23. (7) Drug 1: CCCS(=O)(=O)NC1=C(C(=C(C=C1)F)C(=O)C2=CNC3=C2C=C(C=N3)C4=CC=C(C=C4)Cl)F. Drug 2: CNC(=O)C1=CC=CC=C1SC2=CC3=C(C=C2)C(=NN3)C=CC4=CC=CC=N4. Cell line: NCI-H522. Synergy scores: CSS=12.5, Synergy_ZIP=-1.70, Synergy_Bliss=5.07, Synergy_Loewe=2.18, Synergy_HSA=4.25. (8) Drug 1: CS(=O)(=O)CCNCC1=CC=C(O1)C2=CC3=C(C=C2)N=CN=C3NC4=CC(=C(C=C4)OCC5=CC(=CC=C5)F)Cl. Drug 2: CC(C)(C#N)C1=CC(=CC(=C1)CN2C=NC=N2)C(C)(C)C#N. Cell line: SW-620. Synergy scores: CSS=2.63, Synergy_ZIP=-0.841, Synergy_Bliss=1.55, Synergy_Loewe=2.61, Synergy_HSA=2.01. (9) Drug 1: C1CCC(C1)C(CC#N)N2C=C(C=N2)C3=C4C=CNC4=NC=N3. Drug 2: CS(=O)(=O)CCNCC1=CC=C(O1)C2=CC3=C(C=C2)N=CN=C3NC4=CC(=C(C=C4)OCC5=CC(=CC=C5)F)Cl. Cell line: HCT-15. Synergy scores: CSS=-7.42, Synergy_ZIP=0.344, Synergy_Bliss=-7.13, Synergy_Loewe=-12.1, Synergy_HSA=-10.3.